The task is: Predict the reactants needed to synthesize the given product.. This data is from Full USPTO retrosynthesis dataset with 1.9M reactions from patents (1976-2016). (1) Given the product [CH2:2]([O:5][C:11]1[CH:10]=[N:9][CH:8]=[C:7]([Cl:6])[CH:12]=1)[CH:3]=[CH2:4], predict the reactants needed to synthesize it. The reactants are: [Na].[CH2:2]([OH:5])[CH:3]=[CH2:4].[Cl:6][C:7]1[CH:8]=[N:9][CH:10]=[C:11](Cl)[CH:12]=1.CS(C)=O. (2) Given the product [O:13]=[C:9]([C:8]1([C:2]2[CH:7]=[CH:6][CH:5]=[CH:4][CH:3]=2)[CH2:18][CH2:17][CH2:16][CH2:15]1)[C:10]([OH:12])=[O:11], predict the reactants needed to synthesize it. The reactants are: [Na+].[C:2]1([CH2:8][C:9](=[O:13])[C:10]([O-:12])=[O:11])[CH:7]=[CH:6][CH:5]=[CH:4][CH:3]=1.I[CH2:15][CH2:16][CH2:17][CH2:18]I.O1CCCC1.[OH-].[Na+]. (3) The reactants are: [NH:1]1[C:5]2=[N:6][CH:7]=[C:8]([O:10][C:11]3[CH:39]=[C:38]([N:40]4[CH2:45][CH2:44][N:43]([CH2:46][C:47]5[CH2:52][CH2:51][C:50]([CH3:54])([CH3:53])[CH2:49][C:48]=5[C:55]5[CH:60]=[CH:59][C:58]([Cl:61])=[CH:57][CH:56]=5)[CH2:42][CH2:41]4)[CH:37]=[CH:36][C:12]=3[C:13]([NH:15][S:16]([C:19]3[CH:24]=[CH:23][C:22]([NH:25][CH:26]4[CH2:31][CH2:30][C:29](=O)[CH2:28][CH2:27]4)=[C:21]([N+:33]([O-:35])=[O:34])[CH:20]=3)(=[O:18])=[O:17])=[O:14])[CH:9]=[C:4]2[CH:3]=[CH:2]1.[CH:62]1([NH:65][CH2:66][CH2:67][C:68]#[N:69])[CH2:64][CH2:63]1.C(O)(=O)C.C([BH3-])#N. Given the product [Cl:61][C:58]1[CH:59]=[CH:60][C:55]([C:48]2[CH2:49][C:50]([CH3:53])([CH3:54])[CH2:51][CH2:52][C:47]=2[CH2:46][N:43]2[CH2:44][CH2:45][N:40]([C:38]3[CH:37]=[CH:36][C:12]([C:13]([NH:15][S:16]([C:19]4[CH:24]=[CH:23][C:22]([NH:25][CH:26]5[CH2:31][CH2:30][CH:29]([N:65]([CH2:66][CH2:67][C:68]#[N:69])[CH:62]6[CH2:64][CH2:63]6)[CH2:28][CH2:27]5)=[C:21]([N+:33]([O-:35])=[O:34])[CH:20]=4)(=[O:18])=[O:17])=[O:14])=[C:11]([O:10][C:8]4[CH:9]=[C:4]5[CH:3]=[CH:2][NH:1][C:5]5=[N:6][CH:7]=4)[CH:39]=3)[CH2:41][CH2:42]2)=[CH:56][CH:57]=1, predict the reactants needed to synthesize it. (4) The reactants are: [CH3:1][N:2]([C:7]1[C:12]([CH2:13][N:14]2[C:18]3[N:19]=[C:20]([NH:23][C:24]4[CH:29]=[CH:28][C:27]([N:30]5[CH2:35][CH2:34][NH:33][C@@H:32]([CH3:36])[CH2:31]5)=[CH:26][CH:25]=4)[N:21]=[CH:22][C:17]=3[CH:16]=[CH:15]2)=[CH:11][CH:10]=[CH:9][N:8]=1)[S:3]([CH3:6])(=[O:5])=[O:4].[CH3:37][C@H:38]1[CH2:40][O:39]1. Given the product [OH:39][C@@H:38]([CH3:40])[CH2:37][N:33]1[CH2:34][CH2:35][N:30]([C:27]2[CH:28]=[CH:29][C:24]([NH:23][C:20]3[N:21]=[CH:22][C:17]4[CH:16]=[CH:15][N:14]([CH2:13][C:12]5[C:7]([N:2]([CH3:1])[S:3]([CH3:6])(=[O:4])=[O:5])=[N:8][CH:9]=[CH:10][CH:11]=5)[C:18]=4[N:19]=3)=[CH:25][CH:26]=2)[CH2:31][C@@H:32]1[CH3:36], predict the reactants needed to synthesize it. (5) The reactants are: [Br:1][C:2]1[CH:8]=[CH:7][C:5]([NH2:6])=[CH:4][CH:3]=1.Cl[C:10]1[S:11][C:12]2[CH:18]=[C:17]([Cl:19])[CH:16]=[CH:15][C:13]=2[N:14]=1. Given the product [Br:1][C:2]1[CH:8]=[CH:7][C:5]([NH:6][C:10]2[S:11][C:12]3[CH:18]=[C:17]([Cl:19])[CH:16]=[CH:15][C:13]=3[N:14]=2)=[CH:4][CH:3]=1, predict the reactants needed to synthesize it. (6) Given the product [CH3:22][O:23][CH2:24][CH2:25][NH:26][C:2]1[C:7]([N+:8]([O-:10])=[O:9])=[CH:6][CH:5]=[CH:4][C:3]=1[O:11][CH3:12], predict the reactants needed to synthesize it. The reactants are: Cl[C:2]1[C:7]([N+:8]([O-:10])=[O:9])=[CH:6][CH:5]=[CH:4][C:3]=1[O:11][CH3:12].C(N(C(C)C)CC)(C)C.[CH3:22][O:23][CH2:24][CH2:25][NH2:26].